This data is from Forward reaction prediction with 1.9M reactions from USPTO patents (1976-2016). The task is: Predict the product of the given reaction. (1) Given the reactants [C:1]([O:5][C:6]([N:8]1[CH2:13][CH2:12][CH:11]([C:14]2[CH:22]=[C:21]([Cl:23])[C:20]([CH3:24])=[CH:19][C:15]=2[C:16](O)=[O:17])[CH2:10][CH2:9]1)=[O:7])([CH3:4])([CH3:3])[CH3:2].B, predict the reaction product. The product is: [Cl:23][C:21]1[C:20]([CH3:24])=[CH:19][C:15]([CH2:16][OH:17])=[C:14]([CH:11]2[CH2:10][CH2:9][N:8]([C:6]([O:5][C:1]([CH3:3])([CH3:4])[CH3:2])=[O:7])[CH2:13][CH2:12]2)[CH:22]=1. (2) Given the reactants [C:1]1([CH:7]2[C:16]3[C:11]4=[C:12]([CH:18]([C:21]5[CH:26]=[CH:25][CH:24]=[CH:23][CH:22]=5)[CH2:19][CH2:20][N:10]4[CH2:9][CH2:8]2)[CH:13]=[C:14]([NH2:17])[CH:15]=3)[CH:6]=[CH:5][CH:4]=[CH:3][CH:2]=1.[CH2:27]([N:30]=[C:31]=[S:32])[CH2:28][CH3:29], predict the reaction product. The product is: [C:21]1([CH:18]2[C:12]3[C:11]4=[C:16]([CH:7]([C:1]5[CH:2]=[CH:3][CH:4]=[CH:5][CH:6]=5)[CH2:8][CH2:9][N:10]4[CH2:20][CH2:19]2)[CH:15]=[C:14]([NH:17][C:31]([NH:30][CH2:27][CH2:28][CH3:29])=[S:32])[CH:13]=3)[CH:26]=[CH:25][CH:24]=[CH:23][CH:22]=1. (3) Given the reactants [OH-].[Na+].C(N(CC)CC)C.CN1[C:15](=[O:16])/[C:14](=[CH:17]/[CH:18]2[C:22](=[O:23])[CH2:21][CH2:20][C:19]2=O)/[S:13]C1=S.[OH:26]P([O-])(O)=O.[K+], predict the reaction product. The product is: [O:23]=[C:22]1[C:18]2[CH:17]=[C:14]([C:15]([OH:16])=[O:26])[S:13][C:19]=2[CH2:20][CH2:21]1. (4) Given the reactants [CH3:1][C:2]([C:4]1[CH:9]=[C:8]([O:10][CH3:11])[C:7]([O:12][CH3:13])=[C:6]([O:14][CH3:15])[CH:5]=1)=[O:3].[CH2:16]=O.Cl.[CH3:19][NH:20][CH3:21].Cl, predict the reaction product. The product is: [CH3:19][N:20]([CH2:16][CH2:1][C:2]([C:4]1[CH:5]=[C:6]([O:14][CH3:15])[C:7]([O:12][CH3:13])=[C:8]([O:10][CH3:11])[CH:9]=1)=[O:3])[CH3:21]. (5) The product is: [Br:1][CH2:14][C:13]([C:9]1[CH:8]=[C:7]2[C:12](=[CH:11][CH:10]=1)[N:3]=[CH:4][CH:5]=[CH:6]2)=[O:15]. Given the reactants [Br:1]Br.[N:3]1[C:12]2[C:7](=[CH:8][C:9]([C:13](=[O:15])[CH3:14])=[CH:10][CH:11]=2)[CH:6]=[CH:5][CH:4]=1, predict the reaction product. (6) Given the reactants [CH3:1][O:2][C:3]1[C:4]([CH2:15]O)=[N:5][CH:6]=[C:7]([C:9]2[CH:14]=[CH:13][CH:12]=[CH:11][CH:10]=2)[N:8]=1.O=S(Cl)[Cl:19], predict the reaction product. The product is: [Cl:19][CH2:15][C:4]1[C:3]([O:2][CH3:1])=[N:8][C:7]([C:9]2[CH:14]=[CH:13][CH:12]=[CH:11][CH:10]=2)=[CH:6][N:5]=1. (7) Given the reactants [CH2:1]([CH:8]([C:11]#[N:12])[C:9]#[N:10])[C:2]1[CH:7]=[CH:6][CH:5]=[CH:4][CH:3]=1.[H-].[Na+].Br[CH2:16][CH2:17][C:18]([F:22])=[C:19]([F:21])[F:20], predict the reaction product. The product is: [CH2:1]([C:8]([CH2:16][CH2:17][C:18]([F:22])=[C:19]([F:21])[F:20])([C:9]#[N:10])[C:11]#[N:12])[C:2]1[CH:7]=[CH:6][CH:5]=[CH:4][CH:3]=1. (8) Given the reactants [N+:1]([C:4]1[CH:5]=[C:6]([CH:20]=[CH:21][CH:22]=1)[CH2:7][NH:8][C:9]12[CH2:18][CH:13]3[CH2:14][CH:15]([CH2:17][C:11]([NH2:19])([CH2:12]3)[CH2:10]1)[CH2:16]2)([O-:3])=[O:2].[Cl:23][CH2:24][C:25]([N:27]1[CH2:31][C:30]([F:33])([F:32])[CH2:29][C@H:28]1[C:34]#[N:35])=[O:26].C(N=P1(N(CC)CC)N(C)CCCN1C)(C)(C)C, predict the reaction product. The product is: [ClH:23].[ClH:23].[ClH:23].[F:33][C:30]1([F:32])[CH2:31][N:27]([C:25](=[O:26])[CH2:24][NH:19][C:11]23[CH2:12][CH:13]4[CH2:14][CH:15]([CH2:16][C:9]([NH:8][CH2:7][C:6]5[CH:20]=[CH:21][CH:22]=[C:4]([N+:1]([O-:3])=[O:2])[CH:5]=5)([CH2:18]4)[CH2:10]2)[CH2:17]3)[C@H:28]([C:34]#[N:35])[CH2:29]1. (9) Given the reactants C([NH:8][C:9]1[N:14]=[C:13]2[N:15]([CH3:21])[C:16](=[O:20])[C:17]([CH3:19])([CH3:18])[C:12]2=[CH:11][CH:10]=1)C1C=CC=CC=1.[ClH:22], predict the reaction product. The product is: [ClH:22].[NH2:8][C:9]1[N:14]=[C:13]2[N:15]([CH3:21])[C:16](=[O:20])[C:17]([CH3:18])([CH3:19])[C:12]2=[CH:11][CH:10]=1. (10) Given the reactants [CH2:1]([N:3]([CH2:19][CH3:20])[CH2:4][CH2:5][N:6]1[CH2:11][CH2:10][C:9]2[NH:12][C:13]([CH:16]=O)=[C:14]([CH3:15])[C:8]=2[C:7]1=[O:18])[CH3:2].[F:21][C:22]1[CH:23]=[C:24]2[C:28](=[CH:29][CH:30]=1)[NH:27][C:26](=[O:31])[CH2:25]2.N1CCCCC1, predict the reaction product. The product is: [CH2:1]([N:3]([CH2:19][CH3:20])[CH2:4][CH2:5][N:6]1[CH2:11][CH2:10][C:9]2[NH:12][C:13]([CH:16]=[C:25]3[C:24]4[C:28](=[CH:29][CH:30]=[C:22]([F:21])[CH:23]=4)[NH:27][C:26]3=[O:31])=[C:14]([CH3:15])[C:8]=2[C:7]1=[O:18])[CH3:2].